From a dataset of Forward reaction prediction with 1.9M reactions from USPTO patents (1976-2016). Predict the product of the given reaction. (1) Given the reactants Br[C:2]1[CH:3]=[CH:4][C:5]([O:19][CH2:20][C:21]2[CH:26]=[CH:25][C:24]([F:27])=[CH:23][CH:22]=2)=[C:6]([CH:18]=1)[C:7]([O:9][CH2:10][C:11]1[CH:16]=[CH:15][C:14]([F:17])=[CH:13][CH:12]=1)=[O:8].[CH3:28][N:29]1[CH:33]=[C:32](B2OC(C)(C)C(C)(C)O2)[CH:31]=[N:30]1.C([O-])([O-])=O.[K+].[K+], predict the reaction product. The product is: [F:27][C:24]1[CH:25]=[CH:26][C:21]([CH2:20][O:19][C:5]2[CH:4]=[CH:3][C:2]([C:32]3[CH:31]=[N:30][N:29]([CH3:28])[CH:33]=3)=[CH:18][C:6]=2[C:7]([O:9][CH2:10][C:11]2[CH:16]=[CH:15][C:14]([F:17])=[CH:13][CH:12]=2)=[O:8])=[CH:22][CH:23]=1. (2) Given the reactants [CH2:1]([O:8][C:9]([NH:11][C:12]1[C:13]([C:23]([O:25]CC)=[O:24])=[N:14][C:15]2[C:20]([CH:21]=1)=[CH:19][CH:18]=[C:17](Br)[CH:16]=2)=[O:10])[C:2]1[CH:7]=[CH:6][CH:5]=[CH:4][CH:3]=1.[NH:28]1[CH2:33][CH2:32][O:31][CH2:30][C:29]1=[O:34].C1(P(C2C=CC=CC=2)C2C3OC4C(=CC=CC=4P(C4C=CC=CC=4)C4C=CC=CC=4)C(C)(C)C=3C=CC=2)C=CC=CC=1.C([O-])([O-])=O.[Cs+].[Cs+], predict the reaction product. The product is: [CH2:1]([O:8][C:9]([NH:11][C:12]1[C:13]([C:23]([OH:25])=[O:24])=[N:14][C:15]2[C:20]([CH:21]=1)=[CH:19][CH:18]=[C:17]([N:28]1[CH2:33][CH2:32][O:31][CH2:30][C:29]1=[O:34])[CH:16]=2)=[O:10])[C:2]1[CH:3]=[CH:4][CH:5]=[CH:6][CH:7]=1. (3) Given the reactants [Br:1][C:2]1[CH:11]=[CH:10][C:9]2[C:4](=[CH:5][CH:6]=[C:7]([CH:12]=[CH2:13])[CH:8]=2)[CH:3]=1.[CH3:14][CH:15]1[CH2:19][CH2:18][CH2:17][NH:16]1.C([Li])CCC, predict the reaction product. The product is: [Br:1][C:2]1[CH:3]=[C:4]2[C:9](=[CH:10][CH:11]=1)[CH:8]=[C:7]([CH2:12][CH2:13][N:16]1[CH2:17][CH2:18][CH2:19][CH:15]1[CH3:14])[CH:6]=[CH:5]2. (4) Given the reactants [CH2:1]([NH:3][C:4](=[O:11])[NH:5][O:6][CH2:7][C:8]([OH:10])=O)[CH3:2].[NH2:12][C@H:13]([C:26]([N:28]([C@@H:40]([CH3:48])[CH:41]([O:45][CH2:46][CH3:47])[O:42][CH2:43][CH3:44])[CH2:29][C:30]1[C:39]2[C:34](=[CH:35][CH:36]=[CH:37][CH:38]=2)[CH:33]=[CH:32][CH:31]=1)=[O:27])[CH2:14][CH2:15][CH2:16][CH2:17][NH:18][C:19](=[O:25])[O:20][C:21]([CH3:24])([CH3:23])[CH3:22], predict the reaction product. The product is: [CH2:43]([O:42][CH:41]([O:45][CH2:46][CH3:47])[C@@H:40]([N:28]([CH2:29][C:30]1[C:39]2[C:34](=[CH:35][CH:36]=[CH:37][CH:38]=2)[CH:33]=[CH:32][CH:31]=1)[C:26]([C@H:13]([CH2:14][CH2:15][CH2:16][CH2:17][NH:18][C:19](=[O:25])[O:20][C:21]([CH3:23])([CH3:24])[CH3:22])[NH:12][C:8](=[O:10])[CH2:7][O:6][NH:5][C:4](=[O:11])[NH:3][CH2:1][CH3:2])=[O:27])[CH3:48])[CH3:44]. (5) Given the reactants [CH2:1]([N:5]1[C:9]2[CH:10]=[CH:11][C:12]([C:14]3[NH:15][C:16]([C:26](F)(F)F)=[N:17][C:18]=3[C:19]3[CH:20]=[C:21]([CH3:25])[CH:22]=[CH:23][CH:24]=3)=[CH:13][C:8]=2[N:7]([CH3:30])[C:6]1=[O:31])[CH:2]([CH3:4])[CH3:3].[OH-].[NH4+:33], predict the reaction product. The product is: [CH2:1]([N:5]1[C:9]2[CH:10]=[CH:11][C:12]([C:14]3[NH:15][C:16]([C:26]#[N:33])=[N:17][C:18]=3[C:19]3[CH:20]=[C:21]([CH3:25])[CH:22]=[CH:23][CH:24]=3)=[CH:13][C:8]=2[N:7]([CH3:30])[C:6]1=[O:31])[CH:2]([CH3:4])[CH3:3]. (6) Given the reactants [CH3:1][O:2][C:3]1[CH:8]=[CH:7][C:6]([C:9]2[N:10]=[C:11]([CH2:22][C:23]([O:25]CC)=[O:24])[O:12][C:13]=2[C:14]2[CH:19]=[CH:18][C:17]([O:20][CH3:21])=[CH:16][CH:15]=2)=[CH:5][CH:4]=1.[OH-].[Na+], predict the reaction product. The product is: [CH3:1][O:2][C:3]1[CH:8]=[CH:7][C:6]([C:9]2[N:10]=[C:11]([CH2:22][C:23]([OH:25])=[O:24])[O:12][C:13]=2[C:14]2[CH:19]=[CH:18][C:17]([O:20][CH3:21])=[CH:16][CH:15]=2)=[CH:5][CH:4]=1. (7) Given the reactants [Cl:1][C:2]1[CH:3]=[C:4]([CH:9]([CH2:13][CH:14]2[CH2:19][CH2:18][CH2:17][CH2:16][O:15]2)[C:10]([OH:12])=O)[CH:5]=[CH:6][C:7]=1[Cl:8].CN(C(ON1N=NC2C1=CC=CC=2)=[N+](C)C)C.F[P-](F)(F)(F)(F)F.C(N(CC)C(C)C)(C)C.[NH2:53][C:54]1[S:55][CH:56]=[CH:57][N:58]=1, predict the reaction product. The product is: [Cl:1][C:2]1[CH:3]=[C:4]([CH:9]([CH2:13][CH:14]2[CH2:19][CH2:18][CH2:17][CH2:16][O:15]2)[C:10]([NH:53][C:54]2[S:55][CH:56]=[CH:57][N:58]=2)=[O:12])[CH:5]=[CH:6][C:7]=1[Cl:8]. (8) Given the reactants [F:1][C:2]1[CH:16]=[CH:15][C:5]([CH2:6][C:7]2[O:11][N:10]=[C:9]([C:12]([OH:14])=O)[CH:8]=2)=[CH:4][CH:3]=1.ON1C2C=CC=CC=2N=N1.Cl.C(N=C=NCCCN(C)C)C.C(N(CC)CC)C.[O:46]1[CH2:50][CH2:49][CH:48]([CH2:51][NH2:52])[CH2:47]1, predict the reaction product. The product is: [O:46]1[CH2:50][CH2:49][CH:48]([CH2:51][NH:52][C:12]([C:9]2[CH:8]=[C:7]([CH2:6][C:5]3[CH:4]=[CH:3][C:2]([F:1])=[CH:16][CH:15]=3)[O:11][N:10]=2)=[O:14])[CH2:47]1. (9) Given the reactants [Cl:1][C:2]1[CH:3]=[C:4]([CH:30]=[CH:31][C:32]=1[F:33])[CH2:5][N:6]1[CH2:15][CH2:14][C:13]2[C:8](=[C:9]([O:27][CH3:28])[C:10](=[O:26])[N:11]3[CH2:21][CH2:20][CH2:19][CH2:18][N:17]([CH2:22][CH2:23][OH:24])[C:16](=[O:25])[C:12]3=2)[C:7]1=[O:29].[CH:34](N(C(C)C)CC)(C)C.[CH3:43][S:44](O[S:44]([CH3:43])(=[O:46])=[O:45])(=[O:46])=[O:45], predict the reaction product. The product is: [Cl:1][C:2]1[CH:3]=[C:4]([CH:30]=[CH:31][C:32]=1[F:33])[CH2:5][N:6]1[CH2:15][CH2:14][C:13]2[C:8](=[C:9]([O:27][CH2:28][CH3:34])[C:10](=[O:26])[N:11]3[CH2:21][CH2:20][CH2:19][CH2:18][N:17]([CH2:22][CH2:23][O:24][S:44]([CH3:43])(=[O:46])=[O:45])[C:16](=[O:25])[C:12]3=2)[C:7]1=[O:29]. (10) Given the reactants C1(=O)CCCCC1.N(C(C)(C)C#N)=NC(C)(C)C#N.[CH2:20]=[CH:21][C:22]1[CH:27]=[CH:26][CH:25]=[CH:24][CH:23]=1.[C:28]([OH:32])(=[O:31])[CH:29]=[CH2:30], predict the reaction product. The product is: [CH:20]([CH:30]=[CH:29][C:28]([OH:32])=[O:31])=[CH:21][C:22]1[CH:27]=[CH:26][CH:25]=[CH:24][CH:23]=1.